The task is: Predict the reactants needed to synthesize the given product.. This data is from Full USPTO retrosynthesis dataset with 1.9M reactions from patents (1976-2016). (1) Given the product [O:1]1[C:5]2[CH:6]=[CH:7][C:8](/[CH:10]=[C:15]3/[C:16](=[O:18])[NH:17][C:13](=[NH:12])[S:14]/3)=[CH:9][C:4]=2[O:3][CH2:2]1, predict the reactants needed to synthesize it. The reactants are: [O:1]1[C:5]2[CH:6]=[CH:7][C:8]([CH:10]=O)=[CH:9][C:4]=2[O:3][CH2:2]1.[NH:12]=[C:13]1[NH:17][C:16](=[O:18])[CH2:15][S:14]1. (2) Given the product [O:34]1[C:30]2[CH:29]=[CH:28][C:27]([C:2]3[N:11]=[C:10]([NH:12][CH2:13][CH2:14][O:15][CH3:16])[C:9]4[C:8](=[O:17])[N:7]([CH3:18])[CH:6]=[N:5][C:4]=4[CH:3]=3)=[CH:35][C:31]=2[N:32]=[CH:33]1, predict the reactants needed to synthesize it. The reactants are: Cl[C:2]1[N:11]=[C:10]([NH:12][CH2:13][CH2:14][O:15][CH3:16])[C:9]2[C:8](=[O:17])[N:7]([CH3:18])[CH:6]=[N:5][C:4]=2[CH:3]=1.CC1(C)C(C)(C)OB([C:27]2[CH:28]=[CH:29][C:30]3[O:34][CH:33]=[N:32][C:31]=3[CH:35]=2)O1.C([O-])([O-])=O.[Na+].[Na+]. (3) Given the product [CH2:20]([NH:22][C:23]([NH:25][C:26]1[N:27]=[CH:28][C:29]([C:2]2[C:7]([O:8][CH2:9][CH:10]3[CH2:15][CH2:14][O:13][CH2:12][CH2:11]3)=[N:6][CH:5]=[C:4]([C:16]([O:18][CH3:19])=[O:17])[CH:3]=2)=[C:30]([C:32]2[S:33][CH:34]=[C:35]([C:37]([F:39])([F:40])[F:38])[N:36]=2)[CH:31]=1)=[O:24])[CH3:21], predict the reactants needed to synthesize it. The reactants are: Br[C:2]1[CH:3]=[C:4]([C:16]([O:18][CH3:19])=[O:17])[CH:5]=[N:6][C:7]=1[O:8][CH2:9][CH:10]1[CH2:15][CH2:14][O:13][CH2:12][CH2:11]1.[CH2:20]([NH:22][C:23]([NH:25][C:26]1[CH:31]=[C:30]([C:32]2[S:33][CH:34]=[C:35]([C:37]([F:40])([F:39])[F:38])[N:36]=2)[C:29](B2OC(C)(C)C(C)(C)O2)=[CH:28][N:27]=1)=[O:24])[CH3:21].C(=O)(O)[O-].[Na+].O. (4) Given the product [ClH:1].[NH2:28][C:24]([CH3:25])([CH2:26][OH:27])[CH2:23][CH2:22][CH2:21][C:3]1[C:2]([Cl:1])=[CH:15][C:14]2[S:13][C:12]3[C:7](=[CH:8][CH:9]=[C:10]([C:16]([F:19])([F:17])[F:18])[CH:11]=3)[C:6](=[O:20])[C:5]=2[CH:4]=1, predict the reactants needed to synthesize it. The reactants are: [Cl:1][C:2]1[C:3]([CH2:21][CH2:22][CH2:23][C:24]([NH:28]C(=O)OC(C)(C)C)([CH2:26][OH:27])[CH3:25])=[CH:4][C:5]2[C:6](=[O:20])[C:7]3[C:12]([S:13][C:14]=2[CH:15]=1)=[CH:11][C:10]([C:16]([F:19])([F:18])[F:17])=[CH:9][CH:8]=3.Cl.